From a dataset of Catalyst prediction with 721,799 reactions and 888 catalyst types from USPTO. Predict which catalyst facilitates the given reaction. (1) Reactant: [CH2:1]([O:8][C:9]1[CH:14]=[C:13]([N+:15]([O-])=O)[CH:12]=[CH:11][C:10]=1[O:18][CH3:19])[C:2]1[CH:7]=[CH:6][CH:5]=[CH:4][CH:3]=1.C(OCC)(=O)C.O.[Sn](Cl)Cl.C(=O)(O)[O-].[Na+]. Product: [CH2:1]([O:8][C:9]1[CH:14]=[C:13]([NH2:15])[CH:12]=[CH:11][C:10]=1[O:18][CH3:19])[C:2]1[CH:3]=[CH:4][CH:5]=[CH:6][CH:7]=1. The catalyst class is: 97. (2) Reactant: CC(C)([O-])C.[K+].[CH2:7]([C:9]1[CH:14]=[C:13]([CH3:15])[CH:12]=[C:11]([CH2:16][CH3:17])[C:10]=1[CH2:18][C:19]([N:21]([CH3:30])[N:22]=[C:23]([CH3:29])[C:24]([O:26]CC)=O)=[O:20])[CH3:8]. Product: [CH2:16]([C:11]1[CH:12]=[C:13]([CH3:15])[CH:14]=[C:9]([CH2:7][CH3:8])[C:10]=1[C:18]1[C:19](=[O:20])[N:21]([CH3:30])[N:22]=[C:23]([CH3:29])[C:24]=1[OH:26])[CH3:17]. The catalyst class is: 207. (3) Reactant: [Cl:1][C:2]1[C:3]([CH3:30])=[C:4]([CH:28]=[CH2:29])[C:5]([O:26][CH3:27])=[C:6]([CH:8]([NH:10][C:11]2[N:19]=[CH:18][N:17]=[C:16]3[C:12]=2[N:13]=[CH:14][N:15]3[CH:20]2[CH2:25][CH2:24][CH2:23][CH2:22][O:21]2)[CH3:9])[CH:7]=1.ClC1C=CC=C(C(OO)=[O:39])C=1. Product: [Cl:1][C:2]1[C:3]([CH3:30])=[C:4]([CH:28]2[CH2:29][O:39]2)[C:5]([O:26][CH3:27])=[C:6]([CH:8]([NH:10][C:11]2[N:19]=[CH:18][N:17]=[C:16]3[C:12]=2[N:13]=[CH:14][N:15]3[CH:20]2[CH2:25][CH2:24][CH2:23][CH2:22][O:21]2)[CH3:9])[CH:7]=1. The catalyst class is: 2.